The task is: Regression. Given two drug SMILES strings and cell line genomic features, predict the synergy score measuring deviation from expected non-interaction effect.. This data is from NCI-60 drug combinations with 297,098 pairs across 59 cell lines. Drug 1: C1CCC(C1)C(CC#N)N2C=C(C=N2)C3=C4C=CNC4=NC=N3. Drug 2: CCCCCOC(=O)NC1=NC(=O)N(C=C1F)C2C(C(C(O2)C)O)O. Cell line: IGROV1. Synergy scores: CSS=10.3, Synergy_ZIP=-3.11, Synergy_Bliss=1.73, Synergy_Loewe=-1.25, Synergy_HSA=1.91.